Dataset: Reaction yield outcomes from USPTO patents with 853,638 reactions. Task: Predict the reaction yield, written as a fraction of the theoretical maximum amount of product (1.0 means a 100% yield; for example, 0.34 means a 34% yield). (1) The reactants are [CH3:1][O:2][C:3]1[CH:4]=[C:5]2[C:10](=[CH:11][CH:12]=1)[CH:9]([NH2:13])[CH2:8][CH2:7][CH2:6]2.F[C:15]1[CH:20]=[C:19](F)[CH:18]=[CH:17][C:16]=1[S:22]([CH3:25])(=[O:24])=[O:23].C(N(C(C)C)CC)(C)C.[NH:35]1[CH2:40][CH2:39][NH:38][CH2:37][CH2:36]1. The catalyst is CN(C)C=O.C(#N)C.O. The product is [CH3:1][O:2][C:3]1[CH:4]=[C:5]2[C:10](=[CH:11][CH:12]=1)[CH:9]([NH:13][C:15]1[CH:20]=[C:19]([N:35]3[CH2:40][CH2:39][NH:38][CH2:37][CH2:36]3)[CH:18]=[CH:17][C:16]=1[S:22]([CH3:25])(=[O:24])=[O:23])[CH2:8][CH2:7][CH2:6]2. The yield is 0.210. (2) The product is [CH:20]1([C:17]2[S:18][CH:19]=[C:15]([C:13]3[CH:4]=[C:3]([OH:5])[C:6]4[C:11](=[C:10]([CH3:26])[C:9]([O:27][CH3:28])=[CH:8][CH:7]=4)[N:12]=3)[N:16]=2)[CH2:25][CH2:24][CH2:23][CH2:22][CH2:21]1. The reactants are [OH-].[K+].[C:3]([C:6]1[C:11]([NH:12][C:13]([C:15]2[N:16]=[C:17]([CH:20]3[CH2:25][CH2:24][CH2:23][CH2:22][CH2:21]3)[S:18][CH:19]=2)=O)=[C:10]([CH3:26])[C:9]([O:27][CH3:28])=[CH:8][CH:7]=1)(=[O:5])[CH3:4]. The catalyst is N1C=CC=CC=1.CCO. The yield is 0.725.